Dataset: NCI-60 drug combinations with 297,098 pairs across 59 cell lines. Task: Regression. Given two drug SMILES strings and cell line genomic features, predict the synergy score measuring deviation from expected non-interaction effect. Drug 1: CN(C)C1=NC(=NC(=N1)N(C)C)N(C)C. Drug 2: CN(CC1=CN=C2C(=N1)C(=NC(=N2)N)N)C3=CC=C(C=C3)C(=O)NC(CCC(=O)O)C(=O)O. Synergy scores: CSS=33.6, Synergy_ZIP=1.52, Synergy_Bliss=0.432, Synergy_Loewe=-53.1, Synergy_HSA=-2.85. Cell line: NCI-H522.